Dataset: Forward reaction prediction with 1.9M reactions from USPTO patents (1976-2016). Task: Predict the product of the given reaction. (1) Given the reactants [Br:1][C:2]1[CH:3]=[C:4]([CH:15]=[CH:16][CH:17]=1)[O:5][CH:6]([CH2:11][CH:12]([CH3:14])[CH3:13])[C:7]([O:9]C)=O.[Li].Cl.[NH2:20][CH2:21][C:22]#[N:23].CN(C(ON1N=NC2C=CC=NC1=2)=[N+](C)C)C.F[P-](F)(F)(F)(F)F.C(N(CC)CC)C, predict the reaction product. The product is: [Br:1][C:2]1[CH:3]=[C:4]([CH:15]=[CH:16][CH:17]=1)[O:5][CH:6]([CH2:11][CH:12]([CH3:14])[CH3:13])[C:7]([NH:23][CH2:22][C:21]#[N:20])=[O:9]. (2) Given the reactants [CH3:1][C:2]1[C:14]([OH:15])=[C:13]([CH3:16])[CH:12]=[C:11]2[C:3]=1[CH2:4][CH2:5][C:6]1([O:10]2)[CH2:9][CH2:8][CH2:7]1.S(Cl)([Cl:20])(=O)=O.C(OCC)(=O)C, predict the reaction product. The product is: [Cl:20][C:12]1[C:13]([CH3:16])=[C:14]([OH:15])[C:2]([CH3:1])=[C:3]2[C:11]=1[O:10][C:6]1([CH2:7][CH2:8][CH2:9]1)[CH2:5][CH2:4]2. (3) Given the reactants CN(C)C=O.[CH3:6][N:7]([CH2:14][CH2:15][OH:16])[C:8]1[CH:13]=[CH:12][CH:11]=[CH:10][N:9]=1.F[C:18]1[CH:25]=[CH:24][C:21]([CH:22]=[O:23])=[CH:20][CH:19]=1.CC(C)([O-])C.[K+], predict the reaction product. The product is: [CH3:6][N:7]([CH2:14][CH2:15][O:16][C:18]1[CH:25]=[CH:24][C:21]([CH:22]=[O:23])=[CH:20][CH:19]=1)[C:8]1[CH:13]=[CH:12][CH:11]=[CH:10][N:9]=1. (4) Given the reactants Br[C:2]1[C:15]2[C:16]3=[C:17]4[C:12](=[CH:13][CH:14]=2)[CH:11]=[C:10]([C:18]([CH3:21])([CH3:20])[CH3:19])[CH:9]=[C:8]4[CH:7]=[CH:6][C:5]3=[CH:4][CH:3]=1.[Cl:22][C:23]1[CH:28]=[CH:27][C:26](OB(O)O)=[CH:25][CH:24]=1.C(=O)([O-])[O-].[Na+].[Na+], predict the reaction product. The product is: [C:18]([C:10]1[CH:9]=[C:8]2[C:17]3=[C:16]4[C:5](=[CH:4][CH:3]=[C:2]([C:26]5[CH:27]=[CH:28][C:23]([Cl:22])=[CH:24][CH:25]=5)[C:15]4=[CH:14][CH:13]=[C:12]3[CH:11]=1)[CH:6]=[CH:7]2)([CH3:21])([CH3:19])[CH3:20].